Predict the reaction yield, written as a fraction of the theoretical maximum amount of product (1.0 means a 100% yield; for example, 0.34 means a 34% yield). From a dataset of Reaction yield outcomes from USPTO patents with 853,638 reactions. The reactants are CO[C:3](=[O:18])[C:4]([C:6]1[CH:7]=[C:8]([O:16][CH3:17])[CH:9]=[C:10]2[C:14]=1[N:13]([CH3:15])[CH:12]=[CH:11]2)=O.[NH:19]1[C:27]2[C:22](=[CH:23][CH:24]=[CH:25][CH:26]=2)[C:21]([CH2:28][C:29]([NH2:31])=[O:30])=[CH:20]1.CC(C)([O-])C.[K+].C1COCC1. The catalyst is CN(C=O)C. The product is [CH3:15][N:13]1[C:14]2[C:10](=[CH:9][C:8]([O:16][CH3:17])=[CH:7][C:6]=2[C:4]2[C:3](=[O:18])[NH:31][C:29](=[O:30])[C:28]=2[C:21]2[C:22]3[C:27](=[CH:26][CH:25]=[CH:24][CH:23]=3)[NH:19][CH:20]=2)[CH:11]=[CH:12]1. The yield is 0.565.